From a dataset of TCR-epitope binding with 47,182 pairs between 192 epitopes and 23,139 TCRs. Binary Classification. Given a T-cell receptor sequence (or CDR3 region) and an epitope sequence, predict whether binding occurs between them. (1) The epitope is QYDPVAALF. The TCR CDR3 sequence is CASSQEAALSTEAFF. Result: 0 (the TCR does not bind to the epitope). (2) The epitope is LLQTGIHVRVSQPSL. The TCR CDR3 sequence is CASSETSGFYNEQFF. Result: 1 (the TCR binds to the epitope). (3) The epitope is YLQPRTFLL. The TCR CDR3 sequence is CSARDERAVNTGELFF. Result: 1 (the TCR binds to the epitope). (4) The epitope is EIYKRWII. The TCR CDR3 sequence is CASSLSQIYWRDYGYTF. Result: 0 (the TCR does not bind to the epitope).